Dataset: Reaction yield outcomes from USPTO patents with 853,638 reactions. Task: Predict the reaction yield, written as a fraction of the theoretical maximum amount of product (1.0 means a 100% yield; for example, 0.34 means a 34% yield). (1) The reactants are Cl[C:2]1[C:7]([CH3:8])=[N:6][C:5]([CH3:9])=[CH:4][N:3]=1.[CH:10]1[C:18]2[C:17]3[CH:19]=[CH:20][CH:21]=[CH:22][C:16]=3[O:15][C:14]=2[C:13](B(O)O)=[CH:12][CH:11]=1.C(=O)([O-])[O-].[Na+].[Na+]. The catalyst is Cl[Pd](Cl)([P](C1C=CC=CC=1)(C1C=CC=CC=1)C1C=CC=CC=1)[P](C1C=CC=CC=1)(C1C=CC=CC=1)C1C=CC=CC=1.ClCCl.O.C(#N)C. The product is [CH3:8][C:7]1[C:2]([C:22]2[C:16]3[O:15][C:14]4[CH:13]=[CH:12][CH:11]=[CH:10][C:18]=4[C:17]=3[CH:19]=[CH:20][CH:21]=2)=[N:3][CH:4]=[C:5]([CH3:9])[N:6]=1. The yield is 0.650. (2) The reactants are C(OC([N:8]1[CH2:13][CH2:12][CH:11]([C:14](=[S:16])[NH2:15])[CH2:10][CH2:9]1)=O)(C)(C)C.Br[CH:18]([C:29]1[CH:34]=[CH:33][C:32]([O:35][CH3:36])=[CH:31][CH:30]=1)[C:19]([C:21]1[CH:26]=[CH:25][C:24]([O:27][CH3:28])=[CH:23][CH:22]=1)=O. The catalyst is CO. The product is [CH3:36][O:35][C:32]1[CH:31]=[CH:30][C:29]([C:18]2[N:15]=[C:14]([CH:11]3[CH2:10][CH2:9][NH:8][CH2:13][CH2:12]3)[S:16][C:19]=2[C:21]2[CH:22]=[CH:23][C:24]([O:27][CH3:28])=[CH:25][CH:26]=2)=[CH:34][CH:33]=1. The yield is 0.480.